This data is from Reaction yield outcomes from USPTO patents with 853,638 reactions. The task is: Predict the reaction yield, written as a fraction of the theoretical maximum amount of product (1.0 means a 100% yield; for example, 0.34 means a 34% yield). (1) The reactants are Cl[C:2]1[CH:3]=[CH:4][C:5]2[O:14][CH2:13][CH2:12][C:11]3[CH:10]=[C:9]([C:15]4[N:16]([C:20]5[CH:25]=[CH:24][C:23]([F:26])=[CH:22][C:21]=5[F:27])[N:17]=[CH:18][N:19]=4)[S:8][C:7]=3[C:6]=2[N:28]=1.[CH:29]([N:32]1[CH2:37][CH2:36][NH:35][CH2:34][CH2:33]1)([CH3:31])[CH3:30].CC(C1C=C(C(C)C)C(C2C=CC=CC=2P(C2CCCCC2)C2CCCCC2)=C(C(C)C)C=1)C.CC(C)([O-])C. The catalyst is O1CCOCC1.CC([O-])=O.CC([O-])=O.[Pd+2]. The yield is 0.220. The product is [F:27][C:21]1[CH:22]=[C:23]([F:26])[CH:24]=[CH:25][C:20]=1[N:16]1[C:15]([C:9]2[S:8][C:7]3[C:6]4[N:28]=[C:2]([N:35]5[CH2:36][CH2:37][N:32]([CH:29]([CH3:31])[CH3:30])[CH2:33][CH2:34]5)[CH:3]=[CH:4][C:5]=4[O:14][CH2:13][CH2:12][C:11]=3[CH:10]=2)=[N:19][CH:18]=[N:17]1. (2) The reactants are C(OC(=O)[NH:7][CH2:8][CH2:9][C:10]1[CH:15]=[CH:14][C:13]([O:16][C:17]2[CH:22]=[CH:21][C:20]([C:23]([F:26])([F:25])[F:24])=[C:19]([Cl:27])[CH:18]=2)=[CH:12][CH:11]=1)(C)(C)C.C(O)(C(F)(F)F)=O. The catalyst is ClCCl.C([O-])(O)=O.[Na+]. The product is [Cl:27][C:19]1[CH:18]=[C:17]([CH:22]=[CH:21][C:20]=1[C:23]([F:24])([F:25])[F:26])[O:16][C:13]1[CH:14]=[CH:15][C:10]([CH2:9][CH2:8][NH2:7])=[CH:11][CH:12]=1. The yield is 0.720. (3) The reactants are BrC1C=C[C:5](NCC(OC)=O)=[N:6]C=1.[CH3:14][N:15]1[C:23]2[C:18](=[CH:19][CH:20]=[CH:21][C:22]=2[CH3:24])[C:17]([C:25]([O-])=O)=[CH:16]1.CN1C2C(=CC=CC=2)C(C)=C1C([O-])=O. No catalyst specified. The product is [CH3:14][N:15]1[C:23]2[C:18](=[CH:19][CH:20]=[CH:21][C:22]=2[CH3:24])[C:17]([CH2:25][NH:6][CH3:5])=[CH:16]1. The yield is 0.980.